From a dataset of Peptide-MHC class I binding affinity with 185,985 pairs from IEDB/IMGT. Regression. Given a peptide amino acid sequence and an MHC pseudo amino acid sequence, predict their binding affinity value. This is MHC class I binding data. The peptide sequence is EALGPFQSF. The MHC is H-2-Kb with pseudo-sequence H-2-Kb. The binding affinity (normalized) is 0.207.